Dataset: Full USPTO retrosynthesis dataset with 1.9M reactions from patents (1976-2016). Task: Predict the reactants needed to synthesize the given product. (1) The reactants are: [NH2:1][C:2]1[CH:24]=[CH:23][C:5]2[N:6]([C:17]3[CH:22]=[CH:21][CH:20]=[CH:19][N:18]=3)[C:7](/[CH:9]=[CH:10]/[C:11]3[CH:16]=[CH:15][CH:14]=[CH:13][CH:12]=3)=[N:8][C:4]=2[CH:3]=1.[C:25](OC(=O)C)(=[O:27])C. Given the product [CH:25]([NH:1][C:2]1[CH:24]=[CH:23][C:5]2[N:6]([C:17]3[CH:22]=[CH:21][CH:20]=[CH:19][N:18]=3)[C:7](/[CH:9]=[CH:10]/[C:11]3[CH:16]=[CH:15][CH:14]=[CH:13][CH:12]=3)=[N:8][C:4]=2[CH:3]=1)=[O:27], predict the reactants needed to synthesize it. (2) Given the product [NH2:1][C:2]1[S:3][C:4]2[C:11](=[O:12])[CH:10]([Br:13])[CH2:9][CH2:8][CH2:7][C:5]=2[N:6]=1, predict the reactants needed to synthesize it. The reactants are: [NH2:1][C:2]1[S:3][C:4]2[C:11](=[O:12])[CH2:10][CH2:9][CH2:8][CH2:7][C:5]=2[N:6]=1.[Br:13]Br.